Predict the reactants needed to synthesize the given product. From a dataset of Full USPTO retrosynthesis dataset with 1.9M reactions from patents (1976-2016). (1) Given the product [CH2:1]([N:3]([CH2:48][C:45]1[CH:44]=[CH:43][C:42]([CH:39]2[CH2:40][CH2:41][N:36]([CH3:34])[CH2:37][CH2:38]2)=[CH:47][CH:46]=1)[C:4]1[CH:9]=[CH:8][C:7]([O:10][CH3:11])=[CH:6][C:5]=1[CH:12]1[CH2:21][CH2:20][C:19]2[CH:18]=[C:17]([OH:22])[CH:16]=[CH:15][C:14]=2[CH2:13]1)[CH3:2], predict the reactants needed to synthesize it. The reactants are: [CH2:1]([NH:3][C:4]1[CH:9]=[CH:8][C:7]([O:10][CH3:11])=[CH:6][C:5]=1[CH:12]1[CH2:21][CH2:20][C:19]2[CH:18]=[C:17]([O:22]C(=O)C(C)(C)C)[CH:16]=[CH:15][C:14]=2[CH2:13]1)[CH3:2].C(O[C:34]([N:36]1[CH2:41][CH2:40][CH:39]([C:42]2[CH:47]=[CH:46][C:45]([C:48](O)=O)=[CH:44][CH:43]=2)[CH2:38][CH2:37]1)=O)(C)(C)C. (2) Given the product [Br:1][C:2]1[CH:7]=[CH:6][C:5]([N+:8]([O-:10])=[O:9])=[CH:4][C:3]=1[O:11][CH2:15][C:14]([CH3:16])=[CH2:13], predict the reactants needed to synthesize it. The reactants are: [Br:1][C:2]1[CH:7]=[CH:6][C:5]([N+:8]([O-:10])=[O:9])=[CH:4][C:3]=1[OH:11].Br[CH2:13][C:14]([CH3:16])=[CH2:15].C([O-])([O-])=O.[K+].[K+]. (3) Given the product [CH2:29]([C:27]1[O:26][N:25]=[C:24]([C:21]2[CH:22]=[CH:23][C:18]([S:15]([C:9]3([NH:7][CH3:6])[CH2:14][CH2:13][NH:12][CH2:11][CH2:10]3)(=[O:17])=[O:16])=[CH:19][CH:20]=2)[N:28]=1)[CH2:30][CH2:31][CH2:32][CH2:33][CH2:34][CH2:35][CH3:36], predict the reactants needed to synthesize it. The reactants are: C(O[C:6](=O)[N:7]([C:9]1([S:15]([C:18]2[CH:23]=[CH:22][C:21]([C:24]3[N:28]=[C:27]([CH2:29][CH2:30][CH2:31][CH2:32][CH2:33][CH2:34][CH2:35][CH3:36])[O:26][N:25]=3)=[CH:20][CH:19]=2)(=[O:17])=[O:16])[CH2:14][CH2:13][NH:12][CH2:11][CH2:10]1)C)(C)(C)C. (4) Given the product [F:1]/[C:2](/[C:17]1[CH:21]=[C:20]([CH3:22])[N:19]([CH2:23][C:24]2[CH:25]=[C:26]([C:27]([N:33]3[CH2:37][CH2:36][CH2:35][CH2:34]3)=[O:28])[CH:30]=[CH:31][CH:32]=2)[N:18]=1)=[CH:3]\[C:4]1[CH:5]=[CH:6][C:7]([C:10]2([C:13]([F:14])([F:15])[F:16])[CH2:11][CH2:12]2)=[CH:8][CH:9]=1, predict the reactants needed to synthesize it. The reactants are: [F:1]/[C:2](/[C:17]1[CH:21]=[C:20]([CH3:22])[N:19]([CH2:23][C:24]2[CH:25]=[C:26]([CH:30]=[CH:31][CH:32]=2)[C:27](O)=[O:28])[N:18]=1)=[CH:3]\[C:4]1[CH:9]=[CH:8][C:7]([C:10]2([C:13]([F:16])([F:15])[F:14])[CH2:12][CH2:11]2)=[CH:6][CH:5]=1.[NH:33]1[CH2:37][CH2:36][CH2:35][CH2:34]1. (5) Given the product [C:1]([OH:8])(=[O:7])[CH2:2][CH2:3][C:4]([OH:6])=[O:5].[Cl:9][C:10]1[CH:11]=[CH:12][C:13]2[CH2:19][CH2:18][NH:17][CH2:16][C@H:15]([CH3:20])[C:14]=2[CH:21]=1, predict the reactants needed to synthesize it. The reactants are: [C:1]([OH:8])(=[O:7])[CH2:2][CH2:3][C:4]([OH:6])=[O:5].[Cl:9][C:10]1[CH:11]=[CH:12][C:13]2[CH2:19][CH2:18][NH:17][CH2:16][C@H:15]([CH3:20])[C:14]=2[CH:21]=1. (6) The reactants are: C(=O)([O-])[O-].[Na+].[Na+].[CH2:7]([O:14][C:15]([C:17]1[N:18]([S:23]([C:26]2[CH:31]=[CH:30][C:29]([CH3:32])=[CH:28][CH:27]=2)(=[O:25])=[O:24])[CH:19]=[C:20](I)[CH:21]=1)=[O:16])[C:8]1[CH:13]=[CH:12][CH:11]=[CH:10][CH:9]=1.[C:33]([C:36]1[CH:37]=[C:38](B(O)O)[CH:39]=[CH:40][CH:41]=1)([OH:35])=[O:34]. Given the product [CH2:7]([O:14][C:15]([C:17]1[N:18]([S:23]([C:26]2[CH:31]=[CH:30][C:29]([CH3:32])=[CH:28][CH:27]=2)(=[O:25])=[O:24])[CH:19]=[C:20]([C:40]2[CH:39]=[CH:38][CH:37]=[C:36]([C:33]([OH:35])=[O:34])[CH:41]=2)[CH:21]=1)=[O:16])[C:8]1[CH:13]=[CH:12][CH:11]=[CH:10][CH:9]=1, predict the reactants needed to synthesize it.